Dataset: Full USPTO retrosynthesis dataset with 1.9M reactions from patents (1976-2016). Task: Predict the reactants needed to synthesize the given product. (1) The reactants are: [C@H:1]1([NH:10][CH:11]=[CH:12][CH:13]=[C:14]([C:19]([O:21]C)=[O:20])[C:15](OC)=[O:16])[C:9]2[C:4](=[CH:5][CH:6]=[CH:7][CH:8]=2)[CH2:3][CH2:2]1.[H-].[Na+].O. Given the product [C@H:1]1([N:10]2[CH:11]=[CH:12][CH:13]=[C:14]([C:19]([OH:21])=[O:20])[C:15]2=[O:16])[C:9]2[C:4](=[CH:5][CH:6]=[CH:7][CH:8]=2)[CH2:3][CH2:2]1, predict the reactants needed to synthesize it. (2) Given the product [N:13]1([CH2:12][CH2:11][CH2:10][C:7]2[CH:8]=[CH:9][C:4]([NH2:1])=[CH:5][CH:6]=2)[CH:17]=[N:16][CH:15]=[N:14]1, predict the reactants needed to synthesize it. The reactants are: [N+:1]([C:4]1[CH:9]=[CH:8][C:7]([CH2:10][CH2:11][CH2:12][N:13]2[CH:17]=[N:16][CH:15]=[N:14]2)=[CH:6][CH:5]=1)([O-])=O.[Cl-].[Ca+2].[Cl-].